From a dataset of Catalyst prediction with 721,799 reactions and 888 catalyst types from USPTO. Predict which catalyst facilitates the given reaction. (1) Reactant: O1CCCCC1[O:7][CH2:8][CH2:9][O:10][C:11]1[CH:16]=[CH:15][C:14]([N:17]2[C:21]3[CH:22]=[CH:23][C:24]([C:26]4[CH:31]=[CH:30][C:29]([NH:32]C(=O)OC(C)(C)C)=[CH:28][CH:27]=4)=[CH:25][C:20]=3[N:19]=[CH:18]2)=[CH:13][CH:12]=1.FC(F)(F)S(OC1C=CC2N(C3C=CC(OCCOC4CCCCO4)=CC=3)C=NC=2C=1)(=O)=O.FC(F)(F)C(O)=O. Product: [NH2:32][C:29]1[CH:30]=[CH:31][C:26]([C:24]2[CH:23]=[CH:22][C:21]3[N:17]([C:14]4[CH:15]=[CH:16][C:11]([O:10][CH2:9][CH2:8][OH:7])=[CH:12][CH:13]=4)[CH:18]=[N:19][C:20]=3[CH:25]=2)=[CH:27][CH:28]=1. The catalyst class is: 4. (2) Reactant: C(OC(=O)[NH:7][C@H:8]([CH2:27][C:28]1[CH:33]=[CH:32][C:31]([O:34][CH3:35])=[CH:30][CH:29]=1)[C:9]([N:11]1[CH2:14][C:13]([O:22][CH2:23][C:24]#[C:25][CH3:26])([C:15]2[CH:20]=[CH:19][CH:18]=[CH:17][C:16]=2[CH3:21])[CH2:12]1)=[O:10])(C)(C)C.Cl. Product: [NH2:7][C@H:8]([CH2:27][C:28]1[CH:29]=[CH:30][C:31]([O:34][CH3:35])=[CH:32][CH:33]=1)[C:9]([N:11]1[CH2:12][C:13]([O:22][CH2:23][C:24]#[C:25][CH3:26])([C:15]2[CH:20]=[CH:19][CH:18]=[CH:17][C:16]=2[CH3:21])[CH2:14]1)=[O:10]. The catalyst class is: 13.